From a dataset of Catalyst prediction with 721,799 reactions and 888 catalyst types from USPTO. Predict which catalyst facilitates the given reaction. Reactant: Cl.C(OC([N:9]1[C:17]2[CH2:16][CH2:15][N:14](C(OC(C)(C)C)=O)[CH2:13][C:12]=2[CH:11]=[C:10]1[C:25]([N:27]1[CH2:32][CH2:31][N:30]([S:33]([C:36]2[CH:45]=[CH:44][C:43]3[C:38](=[CH:39][CH:40]=[C:41]([Cl:46])[CH:42]=3)[CH:37]=2)(=[O:35])=[O:34])[CH2:29][CH2:28]1)=[O:26])=O)(C)(C)C. Product: [ClH:46].[Cl:46][C:41]1[CH:42]=[C:43]2[C:38](=[CH:39][CH:40]=1)[CH:37]=[C:36]([S:33]([N:30]1[CH2:31][CH2:32][N:27]([C:25]([C:10]3[NH:9][C:17]4[CH2:16][CH2:15][NH:14][CH2:13][C:12]=4[CH:11]=3)=[O:26])[CH2:28][CH2:29]1)(=[O:35])=[O:34])[CH:45]=[CH:44]2. The catalyst class is: 8.